Task: Predict which catalyst facilitates the given reaction.. Dataset: Catalyst prediction with 721,799 reactions and 888 catalyst types from USPTO (1) Reactant: [C:1]([O:5][C:6]([NH:8][CH2:9][C@H:10]1[CH2:15][CH2:14][C@H:13]([C:16]([NH:18][C@H:19]([C:38](=[O:51])[NH:39][C:40]2[CH:45]=[CH:44][C:43]([C:46]3[N:47]=[N:48][NH:49][N:50]=3)=[CH:42][CH:41]=2)[CH2:20][C:21]2[CH:26]=[CH:25][C:24]([C:27]3[CH:32]=[CH:31][C:30]([C:33](O)=[O:34])=[CH:29][C:28]=3[CH3:36])=[C:23]([F:37])[CH:22]=2)=[O:17])[CH2:12][CH2:11]1)=[O:7])([CH3:4])([CH3:3])[CH3:2].[NH2:52][CH:53]1[CH2:58][CH2:57][N:56]([C:59]([O:61][C:62]([CH3:65])([CH3:64])[CH3:63])=[O:60])[CH2:55][CH2:54]1.F[P-](F)(F)(F)(F)F.CN(C(ON1C2=NC=CC=C2N=N1)=[N+](C)C)C.C(N(CC)C(C)C)(C)C. Product: [C:1]([O:5][C:6]([NH:8][CH2:9][C@H:10]1[CH2:15][CH2:14][C@H:13]([C:16]([NH:18][C@H:19]([C:38](=[O:51])[NH:39][C:40]2[CH:41]=[CH:42][C:43]([C:46]3[N:47]=[N:48][NH:49][N:50]=3)=[CH:44][CH:45]=2)[CH2:20][C:21]2[CH:26]=[CH:25][C:24]([C:27]3[CH:32]=[CH:31][C:30]([C:33]([NH:52][CH:53]4[CH2:54][CH2:55][N:56]([C:59]([O:61][C:62]([CH3:65])([CH3:64])[CH3:63])=[O:60])[CH2:57][CH2:58]4)=[O:34])=[CH:29][C:28]=3[CH3:36])=[C:23]([F:37])[CH:22]=2)=[O:17])[CH2:12][CH2:11]1)=[O:7])([CH3:4])([CH3:2])[CH3:3]. The catalyst class is: 7. (2) Reactant: [Br:1][C:2]1[C:9]([OH:10])=[CH:8][CH:7]=[CH:6][C:3]=1[CH:4]=[O:5].C(=O)([O-])[O-].[K+].[K+].[CH2:17](Br)[C:18]1[CH:23]=[CH:22][CH:21]=[CH:20][CH:19]=1. Product: [CH2:17]([O:10][C:9]1[C:2]([Br:1])=[C:3]([CH:6]=[CH:7][CH:8]=1)[CH:4]=[O:5])[C:18]1[CH:23]=[CH:22][CH:21]=[CH:20][CH:19]=1. The catalyst class is: 95. (3) Reactant: [C:1]1([OH:7])[CH:6]=[CH:5][CH:4]=[CH:3][CH:2]=1.[H-].[Na+].Cl[C:11]1[C:16]([CH:17]=[CH:18][C:19]([OH:21])=[O:20])=[CH:15][CH:14]=[C:13]([C:22]([F:25])([F:24])[F:23])[N:12]=1. Product: [O:7]([C:11]1[C:16]([CH:17]=[CH:18][C:19]([OH:21])=[O:20])=[CH:15][CH:14]=[C:13]([C:22]([F:23])([F:25])[F:24])[N:12]=1)[C:1]1[CH:6]=[CH:5][CH:4]=[CH:3][CH:2]=1. The catalyst class is: 31.